From a dataset of Forward reaction prediction with 1.9M reactions from USPTO patents (1976-2016). Predict the product of the given reaction. (1) Given the reactants Br[C:2]1[CH:3]=[N:4][CH:5]=[C:6]2[C:11]=1[N:10]=[C:9]([C:12]([N:14]1[CH2:19][CH2:18][CH2:17][C:16]([F:21])([F:20])[CH2:15]1)=[O:13])[CH:8]=[CH:7]2.[CH3:22][N:23]1[CH:27]=[C:26]([C:28]2[CH:33]=[CH:32][C:31](B3OC(C)(C)C(C)(C)O3)=[CH:30][CH:29]=2)[CH:25]=[N:24]1.C([O-])([O-])=O.[Na+].[Na+], predict the reaction product. The product is: [F:20][C:16]1([F:21])[CH2:17][CH2:18][CH2:19][N:14]([C:12]([C:9]2[CH:8]=[CH:7][C:6]3[C:11](=[C:2]([C:31]4[CH:30]=[CH:29][C:28]([C:26]5[CH:25]=[N:24][N:23]([CH3:22])[CH:27]=5)=[CH:33][CH:32]=4)[CH:3]=[N:4][CH:5]=3)[N:10]=2)=[O:13])[CH2:15]1. (2) Given the reactants [C:1]1([N:7]2[C:12](=O)[CH2:11][C:10](=[O:14])[N:9]([C:15]3[CH:20]=[CH:19][CH:18]=[CH:17][CH:16]=3)[C:8]2=[O:21])[CH:6]=[CH:5][CH:4]=[CH:3][CH:2]=1.P(Cl)(Cl)([Cl:24])=O, predict the reaction product. The product is: [Cl:24][C:12]1[N:7]([C:1]2[CH:6]=[CH:5][CH:4]=[CH:3][CH:2]=2)[C:8](=[O:21])[N:9]([C:15]2[CH:20]=[CH:19][CH:18]=[CH:17][CH:16]=2)[C:10](=[O:14])[CH:11]=1. (3) Given the reactants Br[C:2]1[CH:7]=[CH:6][C:5]2[C:8]3[CH2:13][CH2:12][N:11]([C:14]([O:16][C:17]([CH3:20])([CH3:19])[CH3:18])=[O:15])[CH2:10][C:9]=3[S:21][C:4]=2[CH:3]=1.[F:22][C:23]1[CH:24]=[CH:25][C:26]([CH2:29][O:30][C:31]2[CH:36]=[N:35][NH:34][C:33](=[O:37])[CH:32]=2)=[N:27][CH:28]=1, predict the reaction product. The product is: [F:22][C:23]1[CH:24]=[CH:25][C:26]([CH2:29][O:30][C:31]2[CH:36]=[N:35][N:34]([C:2]3[CH:7]=[CH:6][C:5]4[C:8]5[CH2:13][CH2:12][N:11]([C:14]([O:16][C:17]([CH3:20])([CH3:19])[CH3:18])=[O:15])[CH2:10][C:9]=5[S:21][C:4]=4[CH:3]=3)[C:33](=[O:37])[CH:32]=2)=[N:27][CH:28]=1.